Dataset: Forward reaction prediction with 1.9M reactions from USPTO patents (1976-2016). Task: Predict the product of the given reaction. (1) Given the reactants Cl.NC[C:4]1[CH:5]=[C:6]2[C:11](=[CH:12][CH:13]=1)[N:10]=[C:9]([CH3:14])[N:8]([CH:15]1[CH2:20][CH2:19][C:18](=[O:21])[NH:17][C:16]1=[O:22])[C:7]2=[O:23].[Cl:24][C:25]1[CH:26]=[C:27]([CH:31]=[CH:32][C:33]=1[Cl:34])[C:28](Cl)=[O:29].[CH:35]([N:38](CC)C(C)C)(C)C, predict the reaction product. The product is: [Cl:24][C:25]1[CH:26]=[C:27]([CH:31]=[CH:32][C:33]=1[Cl:34])[C:28]([NH:38][CH2:35][C:5]1[CH:4]=[CH:13][CH:12]=[C:11]2[C:6]=1[C:7](=[O:23])[N:8]([CH:15]1[CH2:20][CH2:19][C:18](=[O:21])[NH:17][C:16]1=[O:22])[C:9]([CH3:14])=[N:10]2)=[O:29]. (2) Given the reactants [OH:1][CH2:2][C:3]1[CH:4]=[N:5][CH:6]=[CH:7][CH:8]=1.C1N=CN([C:14]([N:16]2C=N[CH:18]=[CH:17]2)=[O:15])C=1.NCC1[CH:28]=[CH:27][C:26]([C:29]2[CH2:33][C:32]([C:35]([F:38])([F:37])[F:36])([OH:34])[O:31][N:30]=2)=[CH:25][CH:24]=1.N12CCCN=C1CCCCC2.C(N(CC)CC)C, predict the reaction product. The product is: [N:5]1[CH:6]=[CH:7][CH:8]=[C:3]([CH2:2][O:1][C:14](=[O:15])[NH:16][CH2:17][C:18]2[CH:28]=[CH:27][C:26]([C:29]3[CH2:33][C:32]([OH:34])([C:35]([F:38])([F:37])[F:36])[O:31][N:30]=3)=[CH:25][CH:24]=2)[CH:4]=1. (3) Given the reactants [NH2:1][C:2]1[N:7]([C:8]2[CH:13]=[CH:12][C:11]([CH2:14][C:15]([NH:17][C:18]([CH3:27])([C:20]([O:22]C(C)(C)C)=[O:21])[CH3:19])=[O:16])=[CH:10][CH:9]=2)[C:6](=[O:28])[CH:5]=[CH:4][C:3]=1[C:29](=[O:38])[C:30]1[CH:35]=[CH:34][C:33]([F:36])=[CH:32][C:31]=1[F:37].C(O)(C(F)(F)F)=O.CCOCC, predict the reaction product. The product is: [NH2:1][C:2]1[N:7]([C:8]2[CH:13]=[CH:12][C:11]([CH2:14][C:15]([NH:17][C:18]([CH3:19])([C:20]([OH:22])=[O:21])[CH3:27])=[O:16])=[CH:10][CH:9]=2)[C:6](=[O:28])[CH:5]=[CH:4][C:3]=1[C:29](=[O:38])[C:30]1[CH:35]=[CH:34][C:33]([F:36])=[CH:32][C:31]=1[F:37].